This data is from Forward reaction prediction with 1.9M reactions from USPTO patents (1976-2016). The task is: Predict the product of the given reaction. Given the reactants [CH3:1][O:2][C:3](=[O:29])[CH2:4][C:5]1[CH:6]=[C:7]([C:13]2[CH:18]=[CH:17][C:16]([C:19]([F:22])([F:21])[F:20])=[CH:15][C:14]=2[CH2:23][NH:24][CH:25]2[CH2:28][CH2:27][CH2:26]2)[C:8]([O:11][CH3:12])=[CH:9][CH:10]=1.[C:30](Cl)(=[O:32])[CH3:31], predict the reaction product. The product is: [CH3:1][O:2][C:3](=[O:29])[CH2:4][C:5]1[CH:6]=[C:7]([C:13]2[CH:18]=[CH:17][C:16]([C:19]([F:22])([F:20])[F:21])=[CH:15][C:14]=2[CH2:23][N:24]([C:30](=[O:32])[CH3:31])[CH:25]2[CH2:26][CH2:27][CH2:28]2)[C:8]([O:11][CH3:12])=[CH:9][CH:10]=1.